This data is from Peptide-MHC class I binding affinity with 185,985 pairs from IEDB/IMGT. The task is: Regression. Given a peptide amino acid sequence and an MHC pseudo amino acid sequence, predict their binding affinity value. This is MHC class I binding data. (1) The peptide sequence is ETALAIIRR. The MHC is HLA-B08:01 with pseudo-sequence HLA-B08:01. The binding affinity (normalized) is 0.0847. (2) The peptide sequence is TSAICSVVRR. The MHC is HLA-A68:01 with pseudo-sequence HLA-A68:01. The binding affinity (normalized) is 0.789. (3) The peptide sequence is WPISAILWF. The MHC is HLA-A31:01 with pseudo-sequence HLA-A31:01. The binding affinity (normalized) is 0. (4) The peptide sequence is FPFKYASAF. The MHC is Mamu-A2201 with pseudo-sequence Mamu-A2201. The binding affinity (normalized) is 0.995. (5) The peptide sequence is RLEVIGLTT. The MHC is HLA-A02:02 with pseudo-sequence HLA-A02:02. The binding affinity (normalized) is 0.0848. (6) The peptide sequence is RLQLSNGNR. The MHC is HLA-A03:01 with pseudo-sequence HLA-A03:01. The binding affinity (normalized) is 0.445. (7) The peptide sequence is SLSHDFTLV. The MHC is HLA-A02:06 with pseudo-sequence HLA-A02:06. The binding affinity (normalized) is 0.811. (8) The peptide sequence is EEDEGEELF. The binding affinity (normalized) is 0.0847. The MHC is HLA-B15:17 with pseudo-sequence HLA-B15:17. (9) The peptide sequence is MTKEASREY. The MHC is HLA-A32:01 with pseudo-sequence HLA-A32:01. The binding affinity (normalized) is 0.